Predict the product of the given reaction. From a dataset of Forward reaction prediction with 1.9M reactions from USPTO patents (1976-2016). (1) Given the reactants [Li+].[OH-].[CH2:3]([O:9][CH2:10][CH2:11][CH2:12][CH2:13][CH2:14][CH2:15][CH2:16][CH2:17][C:18]#[C:19][CH2:20][CH2:21][CH2:22][C:23]([O:25]C)=[O:24])[CH2:4][CH2:5][CH2:6][CH2:7][CH3:8].C(O)(=O)C(O)=O, predict the reaction product. The product is: [CH2:3]([O:9][CH2:10][CH2:11][CH2:12][CH2:13][CH2:14][CH2:15][CH2:16][CH2:17][C:18]#[C:19][CH2:20][CH2:21][CH2:22][C:23]([OH:25])=[O:24])[CH2:4][CH2:5][CH2:6][CH2:7][CH3:8]. (2) The product is: [CH:1]1([CH2:4][N:5]([CH:22]2[CH2:27][CH2:26][N:25]([CH2:28][CH2:29][C@@H:30]([C:41]3[CH:42]=[C:43]([F:48])[CH:44]=[C:45]([F:47])[CH:46]=3)[CH:31]3[CH2:36][CH2:35][N:34]([S:37]([CH3:40])(=[O:38])=[O:39])[CH2:33][CH2:32]3)[CH2:24][CH2:23]2)[C:6](=[O:21])[CH2:7][N:8]2[CH2:9][CH2:10][NH:11][CH2:12][CH2:13]2)[CH2:3][CH2:2]1. Given the reactants [CH:1]1([CH2:4][N:5]([CH:22]2[CH2:27][CH2:26][N:25]([CH2:28][CH2:29][C@@H:30]([C:41]3[CH:46]=[C:45]([F:47])[CH:44]=[C:43]([F:48])[CH:42]=3)[CH:31]3[CH2:36][CH2:35][N:34]([S:37]([CH3:40])(=[O:39])=[O:38])[CH2:33][CH2:32]3)[CH2:24][CH2:23]2)[C:6](=[O:21])[CH2:7][N:8]2[CH2:13][CH2:12][N:11](C(OC(C)(C)C)=O)[CH2:10][CH2:9]2)[CH2:3][CH2:2]1, predict the reaction product. (3) Given the reactants C([O:3][C:4](=[O:31])[CH2:5][S:6][C:7]1[S:11][C:10]([NH:12][C:13]([N:15]([C:21]2[CH:26]=[CH:25][CH:24]=[C:23]([NH:27][C:28](=[O:30])[CH3:29])[CH:22]=2)[CH2:16][CH2:17][CH:18]([CH3:20])[CH3:19])=[O:14])=[N:9][CH:8]=1)C.C1(CN(C2C=CC(F)=C(F)C=2)C(=O)NC2SC=C(CC(O)=O)N=2)CCCC1.NC1C=C(NC(=O)C)C=CC=1.C(OC(=O)CSC1SC(N)=NC=1)C, predict the reaction product. The product is: [C:28]([NH:27][C:23]1[CH:22]=[C:21]([N:15]([CH2:16][CH2:17][CH:18]([CH3:20])[CH3:19])[C:13](=[O:14])[NH:12][C:10]2[S:11][C:7]([S:6][CH2:5][C:4]([OH:31])=[O:3])=[CH:8][N:9]=2)[CH:26]=[CH:25][CH:24]=1)(=[O:30])[CH3:29]. (4) Given the reactants [CH3:1][N:2]1[CH2:7][CH2:6][NH:5][CH2:4][CH2:3]1.[NH2:8][C:9]1[CH:14]=[CH:13][C:12]([S:15][C:16]2[N:21]=[C:20]([NH:22][C:23]3[S:24][C:25]([C:28]#[N:29])=[CH:26][N:27]=3)[CH:19]=[C:18](Cl)[N:17]=2)=[CH:11][CH:10]=1, predict the reaction product. The product is: [NH2:8][C:9]1[CH:14]=[CH:13][C:12]([S:15][C:16]2[N:21]=[C:20]([NH:22][C:23]3[S:24][C:25]([C:28]#[N:29])=[CH:26][N:27]=3)[CH:19]=[C:18]([N:5]3[CH2:6][CH2:7][N:2]([CH3:1])[CH2:3][CH2:4]3)[N:17]=2)=[CH:11][CH:10]=1. (5) Given the reactants [Cl:1][CH2:2][CH2:3][CH2:4][S:5][C:6]1[CH:11]=[CH:10][C:9]([F:12])=[CH:8][C:7]=1[N+:13]([O-])=O, predict the reaction product. The product is: [ClH:1].[Cl:1][CH2:2][CH2:3][CH2:4][S:5][C:6]1[CH:11]=[CH:10][C:9]([F:12])=[CH:8][C:7]=1[NH2:13].